This data is from Drug-target binding data from BindingDB using IC50 measurements. The task is: Regression. Given a target protein amino acid sequence and a drug SMILES string, predict the binding affinity score between them. We predict pIC50 (pIC50 = -log10(IC50 in M); higher means more potent). Dataset: bindingdb_ic50. (1) The small molecule is N=C(N)c1ccc(CC(NC(=O)CNS(=O)(=O)c2ccc(C(=N)N)cc2)C(=O)O)cc1. The target protein (Q9NRR2) has sequence MALGACGLLLLLAVPGVSLRTLQPGCGRPQVSDAGGRIVGGHAAPAGAWPWQASLRLRRMHVCGGSLLSPQWVLTAAHCFSGSLNSSDYQVHLGELEITLSPHFSTVRQIILHSSPSGQPGTSGDIALVELSVPVTLSSRILPVCLPEASDDFCPGIRCWVTGWGYTREGEPLPPPYSLREVKVSVVDTETCRRDYPGPGGSILQPDMLCARGPGDACQDDSGGPLVCQVNGAWVQAGTVSWGEGCGRPNRPGVYTRVPAYVNWIRRHITASGGSESGYPRLPLLAGLFLPGLFLLLVSCVLLAKCLLHPSADGTPFPAPD. The pIC50 is 4.2. (2) The drug is COc1ccccc1C1C2=C(CC3(CCCCC3)CC2=O)Nc2n[nH]c(C)c21. The target protein (P49840) has sequence MSGGGPSGGGPGGSGRARTSSFAEPGGGGGGGGGGPGGSASGPGGTGGGKASVGAMGGGVGASSSGGGPGGSGGGGSGGPGAGTSFPPPGVKLGRDSGKVTTVVATLGQGPERSQEVAYTDIKVIGNGSFGVVYQARLAETRELVAIKKVLQDKRFKNRELQIMRKLDHCNIVRLRYFFYSSGEKKDELYLNLVLEYVPETVYRVARHFTKAKLTIPILYVKVYMYQLFRSLAYIHSQGVCHRDIKPQNLLVDPDTAVLKLCDFGSAKQLVRGEPNVSYICSRYYRAPELIFGATDYTSSIDVWSAGCVLAELLLGQPIFPGDSGVDQLVEIIKVLGTPTREQIREMNPNYTEFKFPQIKAHPWTKVFKSRTPPEAIALCSSLLEYTPSSRLSPLEACAHSFFDELRCLGTQLPNNRPLPPLFNFSAGELSIQPSLNAILIPPHLRSPAGTTTLTPSSQALTETPTSSDWQSTDATPTLTNSS. The pIC50 is 6.3.